Dataset: HIV replication inhibition screening data with 41,000+ compounds from the AIDS Antiviral Screen. Task: Binary Classification. Given a drug SMILES string, predict its activity (active/inactive) in a high-throughput screening assay against a specified biological target. (1) The compound is O=S(=O)(CC1=NC2C=CC=CC2N=C1)NCc1ccccc1. The result is 0 (inactive). (2) The molecule is Cc1ccc(S(=O)(=O)ON2C(=O)c3c(N)c(C#N)c(-c4ccccc4)c(-c4ccccc4)c3C2=O)cc1. The result is 0 (inactive). (3) The molecule is COC(=O)C(C(=O)C(=O)Nc1nc2ccc(OC)cc2s1)c1cnc2ccccc2n1. The result is 0 (inactive).